This data is from Catalyst prediction with 721,799 reactions and 888 catalyst types from USPTO. The task is: Predict which catalyst facilitates the given reaction. (1) Reactant: [Cl:1][C:2]1[CH:7]=[C:6]([Cl:8])[CH:5]=[CH:4][C:3]=1[C:9]1[N:13]([C:14]2[CH:19]=[CH:18][C:17]([OH:20])=[CH:16][CH:15]=2)[C:12]([CH3:21])=[C:11]([C:22]([NH:24][N:25]2[CH2:30][CH2:29][CH2:28][CH2:27][CH2:26]2)=[O:23])[CH:10]=1.[CH2:31]([S:35](Cl)(=[O:37])=[O:36])[CH2:32][CH2:33][CH3:34]. Product: [CH2:31]([S:35]([O:20][C:17]1[CH:16]=[CH:15][C:14]([N:13]2[C:9]([C:3]3[CH:4]=[CH:5][C:6]([Cl:8])=[CH:7][C:2]=3[Cl:1])=[CH:10][C:11]([C:22]([NH:24][N:25]3[CH2:30][CH2:29][CH2:28][CH2:27][CH2:26]3)=[O:23])=[C:12]2[CH3:21])=[CH:19][CH:18]=1)(=[O:37])=[O:36])[CH2:32][CH2:33][CH3:34]. The catalyst class is: 79. (2) Reactant: [NH2:1][C:2]1[C:7]([NH:8][C:9](=O)[CH2:10][N:11]([CH3:22])[C:12](=[O:21])[O:13][CH2:14][C:15]2[CH:20]=[CH:19][CH:18]=[CH:17][CH:16]=2)=[CH:6][C:5]([Br:24])=[CH:4][N:3]=1. Product: [Br:24][C:5]1[CH:6]=[C:7]2[NH:8][C:9]([CH2:10][N:11]([CH3:22])[C:12](=[O:21])[O:13][CH2:14][C:15]3[CH:20]=[CH:19][CH:18]=[CH:17][CH:16]=3)=[N:1][C:2]2=[N:3][CH:4]=1. The catalyst class is: 15. (3) Reactant: C([N:8]1[CH2:17][CH2:16][C:15]2[C:10](=[N:11][C:12]([NH:33][CH:34]([CH3:36])[CH3:35])=[C:13]([N:18]3[CH2:23][CH2:22][CH:21]([O:24][C:25]4[CH:30]=[CH:29][C:28]([F:31])=[CH:27][C:26]=4[F:32])[CH2:20][CH2:19]3)[N:14]=2)[CH2:9]1)C1C=CC=CC=1. Product: [F:32][C:26]1[CH:27]=[C:28]([F:31])[CH:29]=[CH:30][C:25]=1[O:24][CH:21]1[CH2:20][CH2:19][N:18]([C:13]2[N:14]=[C:15]3[CH2:16][CH2:17][NH:8][CH2:9][C:10]3=[N:11][C:12]=2[NH:33][CH:34]([CH3:36])[CH3:35])[CH2:23][CH2:22]1. The catalyst class is: 19.